From a dataset of Catalyst prediction with 721,799 reactions and 888 catalyst types from USPTO. Predict which catalyst facilitates the given reaction. (1) Product: [CH2:1]([O:8][CH2:9][C:10]1[N:11]([CH2:28][C:29]2[CH:43]=[CH:42][N:41]=[CH:44][CH:46]=2)[C:12]([S:18][C:19]2[CH:24]=[CH:23][CH:22]=[C:21]([O:25][CH3:26])[CH:20]=2)=[C:13]([CH:15]([CH3:17])[CH3:16])[N:14]=1)[C:2]1[CH:3]=[CH:4][CH:5]=[CH:6][CH:7]=1. Reactant: [CH2:1]([O:8][CH2:9][C:10]1[NH:11][C:12]([S:18][C:19]2[CH:24]=[CH:23][CH:22]=[C:21]([O:25][CH3:26])[CH:20]=2)=[C:13]([CH:15]([CH3:17])[CH3:16])[N:14]=1)[C:2]1[CH:7]=[CH:6][CH:5]=[CH:4][CH:3]=1.Cl.[CH2:28](OC(=O)[C@H](C)N)[CH2:29]CC.C([N:41]([CH:44]([CH3:46])C)[CH2:42][CH3:43])(C)C.C1(P(C2C=CC=CC=2)C2C=CC=CC=2)C=CC=CC=1. The catalyst class is: 17. (2) Reactant: Cl.[CH3:2][O:3][C:4](=[O:30])[C@@H:5]([NH:8][C:9]([C:11]1[C:12]([CH3:29])=[N:13][C:14]([NH:18][CH2:19][CH2:20][CH2:21][C:22]2[CH:27]=[CH:26][CH:25]=[C:24]([OH:28])[CH:23]=2)=[N:15][C:16]=1[CH3:17])=[O:10])[CH2:6][NH2:7].[N:31]1[CH:36]=[CH:35][N:34]=[CH:33][C:32]=1[C:37](O)=[O:38].C(N(CC)CC)C.CN(C(ON1N=NC2C=CC=CC1=2)=[N+](C)C)C.F[P-](F)(F)(F)(F)F.C1C=CC2N(O)N=NC=2C=1. Product: [CH3:2][O:3][C:4](=[O:30])[C@@H:5]([NH:8][C:9]([C:11]1[C:12]([CH3:29])=[N:13][C:14]([NH:18][CH2:19][CH2:20][CH2:21][C:22]2[CH:27]=[CH:26][CH:25]=[C:24]([OH:28])[CH:23]=2)=[N:15][C:16]=1[CH3:17])=[O:10])[CH2:6][NH:7][C:37]([C:32]1[CH:33]=[N:34][CH:35]=[CH:36][N:31]=1)=[O:38]. The catalyst class is: 163. (3) Reactant: [CH3:1][N:2]([CH2:4][C:5]1[C:13]2[O:12][N:11]=[C:10]([CH2:14][CH2:15][CH:16]3[CH2:21][CH2:20][NH:19][CH2:18][CH2:17]3)[C:9]=2[CH:8]=[CH:7][C:6]=1[O:22][CH2:23][CH:24]1[CH2:26][CH2:25]1)[CH3:3].I[CH2:28][CH:29]1[O:34][CH2:33][CH2:32][CH2:31][O:30]1.C(N(CC)C(C)C)(C)C.O. Product: [CH3:1][N:2]([CH2:4][C:5]1[C:13]2[O:12][N:11]=[C:10]([CH2:14][CH2:15][CH:16]3[CH2:21][CH2:20][N:19]([CH2:28][CH:29]4[O:34][CH2:33][CH2:32][CH2:31][O:30]4)[CH2:18][CH2:17]3)[C:9]=2[CH:8]=[CH:7][C:6]=1[O:22][CH2:23][CH:24]1[CH2:25][CH2:26]1)[CH3:3]. The catalyst class is: 9.